This data is from Peptide-MHC class I binding affinity with 185,985 pairs from IEDB/IMGT. The task is: Regression. Given a peptide amino acid sequence and an MHC pseudo amino acid sequence, predict their binding affinity value. This is MHC class I binding data. (1) The peptide sequence is LLPSTDVNK. The MHC is HLA-A03:01 with pseudo-sequence HLA-A03:01. The binding affinity (normalized) is 0.213. (2) The peptide sequence is VQFLFSSM. The MHC is H-2-Kb with pseudo-sequence H-2-Kb. The binding affinity (normalized) is 0.923. (3) The peptide sequence is SQGPFDAVL. The MHC is HLA-B15:01 with pseudo-sequence HLA-B15:01. The binding affinity (normalized) is 0.816.